Dataset: Catalyst prediction with 721,799 reactions and 888 catalyst types from USPTO. Task: Predict which catalyst facilitates the given reaction. Reactant: C(OC(=O)[N:7]([CH2:35][C:36]1[CH:41]=[CH:40][C:39]([Cl:42])=[CH:38][CH:37]=1)[C:8]1[S:9][C:10]([CH:14](O)[C:15]2[C:23]3[C:18](=[N:19][CH:20]=[CH:21][CH:22]=3)[N:17]([Si](C(C)C)(C(C)C)C(C)C)[CH:16]=2)=[C:11]([Cl:13])[N:12]=1)(C)(C)C.C([SiH](CC)CC)C.FC(F)(F)C(O)=O.O. Product: [Cl:42][C:39]1[CH:40]=[CH:41][C:36]([CH2:35][NH:7][C:8]2[S:9][C:10]([CH2:14][C:15]3[C:23]4[C:18](=[N:19][CH:20]=[CH:21][CH:22]=4)[NH:17][CH:16]=3)=[C:11]([Cl:13])[N:12]=2)=[CH:37][CH:38]=1. The catalyst class is: 10.